The task is: Regression/Classification. Given a drug SMILES string, predict its absorption, distribution, metabolism, or excretion properties. Task type varies by dataset: regression for continuous measurements (e.g., permeability, clearance, half-life) or binary classification for categorical outcomes (e.g., BBB penetration, CYP inhibition). Dataset: cyp2c19_veith.. This data is from CYP2C19 inhibition data for predicting drug metabolism from PubChem BioAssay. (1) The drug is CN(C)Cc1cc(O)c(O)c(CN(C)C)c1. The result is 0 (non-inhibitor). (2) The molecule is CCC1(C)Cc2c(sc3nnn(CC(=O)Nc4cccc5ccccc45)c(=O)c23)CO1. The result is 1 (inhibitor). (3) The molecule is CN1CCCC2(CCN(C(=O)c3csnn3)CC2)C1. The result is 0 (non-inhibitor). (4) The molecule is COc1ccc(/C=N/NC(=O)Cc2csc(Nc3cccc(C(F)(F)F)c3)n2)c(OC)c1. The result is 1 (inhibitor). (5) The drug is N#C/C(=C\c1ccc(Cl)cc1)c1nc2ncccc2[nH]1. The result is 1 (inhibitor). (6) The compound is C=CCOc1ccc(CNC(C)(C)CO)cc1OC.Cl. The result is 0 (non-inhibitor). (7) The compound is O=C1CC2(CCCC2)CC(=O)N1CCCCNC[C@H]1COc2ccccc2O1. The result is 0 (non-inhibitor). (8) The drug is COc1ccc(C(=O)c2c(C)n(CCN3CCOCC3)c3cc(I)ccc23)cc1. The result is 0 (non-inhibitor). (9) The drug is COc1ccc(C(=O)Nc2ccc(C(=O)OCC(=O)c3ccccc3)cc2)cc1. The result is 0 (non-inhibitor).